Dataset: Catalyst prediction with 721,799 reactions and 888 catalyst types from USPTO. Task: Predict which catalyst facilitates the given reaction. (1) Reactant: [CH3:1][C:2]1[C:7]([Cl:8])=[C:6]([OH:9])[C:5]([CH2:10]/[CH:11]=[C:12](/[CH2:14][CH2:15]/[CH:16]=[C:17](/[C@H:19]2[O:24][C:23]([CH3:26])([CH3:25])[C:21](=[O:22])[CH2:20]2)\[CH3:18])\[CH3:13])=[C:4]([OH:27])[C:3]=1[CH:28]=[O:29].[H][H]. Product: [Cl:8][C:7]1[C:2]([CH3:1])=[C:3]([C:4]([OH:27])=[C:5]([CH2:10][CH2:11][CH:12]([CH3:13])[CH2:14][CH2:15][CH2:16][CH:17]([CH:19]2[CH2:20][C:21](=[O:22])[C:23]([CH3:25])([CH3:26])[O:24]2)[CH3:18])[C:6]=1[OH:9])[CH:28]=[O:29]. The catalyst class is: 63. (2) Reactant: [Br:1][C:2]1[CH:7]=[CH:6][C:5]([OH:8])=[CH:4][CH:3]=1.[CH:9]1([CH2:15]C2C=CC=CC=2O)[CH2:14][CH2:13][CH2:12][CH2:11][CH2:10]1.C1(P(C2C=CC=CC=2)C2C=CC=CC=2)C=CC=CC=1.CCOC(/N=N/C(OCC)=O)=O.C1(C)C=CC=CC=1. Product: [Br:1][C:2]1[CH:7]=[CH:6][C:5]([O:8][CH2:15][CH:9]2[CH2:14][CH2:13][CH2:12][CH2:11][CH2:10]2)=[CH:4][CH:3]=1. The catalyst class is: 7. (3) Reactant: [CH3:1][C:2]1[CH:3]=[C:4]([C:9]#[C:10][C:11]([NH2:13])=[O:12])[CH:5]=[CH:6][C:7]=1[CH3:8].[CH3:14][CH2:15][CH2:16][CH2:17][SnH:18]([CH2:23][CH2:24][CH2:25][CH3:26])[CH2:19][CH2:20][CH2:21][CH3:22]. Product: [CH3:1][C:2]1[CH:3]=[C:4](/[CH:9]=[C:10](/[Sn:18]([CH2:19][CH2:20][CH2:21][CH3:22])([CH2:23][CH2:24][CH2:25][CH3:26])[CH2:17][CH2:16][CH2:15][CH3:14])\[C:11]([NH2:13])=[O:12])[CH:5]=[CH:6][C:7]=1[CH3:8]. The catalyst class is: 73. (4) Reactant: CO[C:3]([C:5]1[CH:14]=[CH:13][C:12]2[CH2:11][CH2:10][CH:9]([NH2:15])[CH2:8][C:7]=2[CH:6]=1)=[O:4].[Cl:16][C:17]1[CH:18]=[C:19]([S:23](Cl)(=[O:25])=[O:24])[CH:20]=[CH:21][CH:22]=1.[OH:27][NH2:28].[OH-].[K+]. Product: [OH:27][NH:28][C:3]([C:5]1[CH:14]=[CH:13][C:12]2[CH2:11][CH2:10][CH:9]([NH:15][S:23]([C:19]3[CH:20]=[CH:21][CH:22]=[C:17]([Cl:16])[CH:18]=3)(=[O:25])=[O:24])[CH2:8][C:7]=2[CH:6]=1)=[O:4]. The catalyst class is: 4. (5) Reactant: [Cl:1][C:2]1[CH:7]=[C:6]([Cl:8])[CH:5]=[CH:4][C:3]=1[C@@:9]1([CH2:28][N:29]2[CH:33]=[CH:32][N:31]=[CH:30]2)[O:13][C@H:12]([CH2:14][O:15][C:16]2[CH:21]=[CH:20][C:19]([N:22]3[CH2:27][CH2:26][NH:25][CH2:24][CH2:23]3)=[CH:18][CH:17]=2)[CH2:11][O:10]1.C(N(CC)CC)C.[CH3:41][S:42](Cl)(=[O:44])=[O:43]. Product: [Cl:1][C:2]1[CH:7]=[C:6]([Cl:8])[CH:5]=[CH:4][C:3]=1[C@@:9]1([CH2:28][N:29]2[CH:33]=[CH:32][N:31]=[CH:30]2)[O:13][C@H:12]([CH2:14][O:15][C:16]2[CH:17]=[CH:18][C:19]([N:22]3[CH2:23][CH2:24][N:25]([S:42]([CH3:41])(=[O:44])=[O:43])[CH2:26][CH2:27]3)=[CH:20][CH:21]=2)[CH2:11][O:10]1. The catalyst class is: 2. (6) Reactant: [CH3:1][O:2][C:3]1[CH:4]=[CH:5][C:6]2[N:11]=[CH:10][C:9](=[O:12])[N:8]([CH2:13][CH:14]=O)[C:7]=2[N:16]=1.[NH:17]1[CH2:22][CH2:21][CH:20]([NH:23][C:24](=[O:30])[O:25][C:26]([CH3:29])([CH3:28])[CH3:27])[CH2:19][CH2:18]1.[O-]S([O-])(=O)=O.[Na+].[Na+].[BH-](OC(C)=O)(OC(C)=O)OC(C)=O.[Na+]. Product: [CH3:1][O:2][C:3]1[CH:4]=[CH:5][C:6]2[N:11]=[CH:10][C:9](=[O:12])[N:8]([CH2:13][CH2:14][N:17]3[CH2:18][CH2:19][CH:20]([NH:23][C:24](=[O:30])[O:25][C:26]([CH3:28])([CH3:27])[CH3:29])[CH2:21][CH2:22]3)[C:7]=2[N:16]=1. The catalyst class is: 100. (7) Reactant: C(OC(=O)[NH:7][C:8]1([C:12]2[CH:17]=[CH:16][C:15]([C:18]3[C:19]([C:30]4[CH:35]=[CH:34][CH:33]=[CH:32][CH:31]=4)=[CH:20][C:21]4[N:22]([C:24]([CH:28]=[CH2:29])=[C:25]([CH3:27])[N:26]=4)[N:23]=3)=[CH:14][CH:13]=2)[CH2:11][CH2:10][CH2:9]1)(C)(C)C. Product: [CH3:27][C:25]1[N:26]=[C:21]2[CH:20]=[C:19]([C:30]3[CH:31]=[CH:32][CH:33]=[CH:34][CH:35]=3)[C:18]([C:15]3[CH:16]=[CH:17][C:12]([C:8]4([NH2:7])[CH2:11][CH2:10][CH2:9]4)=[CH:13][CH:14]=3)=[N:23][N:22]2[C:24]=1[CH:28]=[CH2:29]. The catalyst class is: 89. (8) Reactant: C([Li])CCC.Br[C:7]1[C:12]([O:13]COCC)=[CH:11][CH:10]=[CH:9][N:8]=1.[Br:18][C:19]1[CH:20]=[C:21]2[C:31](=[CH:32][CH:33]=1)[O:30][C:24]1[CH:25]=[N:26][C:27]([Cl:29])=[CH:28][C:23]=1[C:22]2=[N:34]S(C(C)(C)C)=O. Product: [NH2:34][C:22]1([C:7]2[C:12]([OH:13])=[CH:11][CH:10]=[CH:9][N:8]=2)[C:23]2[CH:28]=[C:27]([Cl:29])[N:26]=[CH:25][C:24]=2[O:30][C:31]2[C:21]1=[CH:20][C:19]([Br:18])=[CH:33][CH:32]=2. The catalyst class is: 1. (9) Reactant: C(OC([NH:8][C@@H:9]([CH2:13][NH:14][C:15]([C:17]1[N:18]=[C:19]([C:35]#[N:36])[C:20]2[C:25]([C:26]=1[OH:27])=[CH:24][CH:23]=[C:22]([O:28][C:29]1[CH:34]=[CH:33][CH:32]=[CH:31][CH:30]=1)[CH:21]=2)=[O:16])[C:10]([OH:12])=[O:11])=O)(C)(C)C.C(O)(C(F)(F)F)=O. Product: [NH2:8][C@@H:9]([CH2:13][NH:14][C:15]([C:17]1[N:18]=[C:19]([C:35]#[N:36])[C:20]2[C:25]([C:26]=1[OH:27])=[CH:24][CH:23]=[C:22]([O:28][C:29]1[CH:34]=[CH:33][CH:32]=[CH:31][CH:30]=1)[CH:21]=2)=[O:16])[C:10]([OH:12])=[O:11]. The catalyst class is: 2. (10) Reactant: [NH2:1][C:2]1[CH:7]=[C:6](Br)[CH:5]=[C:4]([NH2:9])[N:3]=1.[Cu][C:11]#[N:12]. Product: [NH2:1][C:2]1[CH:7]=[C:6]([C:11]#[N:12])[CH:5]=[C:4]([NH2:9])[N:3]=1. The catalyst class is: 9.